Dataset: TCR-epitope binding with 47,182 pairs between 192 epitopes and 23,139 TCRs. Task: Binary Classification. Given a T-cell receptor sequence (or CDR3 region) and an epitope sequence, predict whether binding occurs between them. (1) The epitope is TEKSNIIRGW. The TCR CDR3 sequence is CASRPEKETGELFF. Result: 0 (the TCR does not bind to the epitope). (2) The epitope is VTEHDTLLY. The TCR CDR3 sequence is CASILAGSYNEQFF. Result: 0 (the TCR does not bind to the epitope). (3) The epitope is CINGVCWTV. The TCR CDR3 sequence is CASSQDGGQVYTEAFF. Result: 0 (the TCR does not bind to the epitope). (4) The epitope is YIFFASFYY. The TCR CDR3 sequence is CASSFYGGRQETQYF. Result: 1 (the TCR binds to the epitope). (5) The epitope is GTSGSPIINR. The TCR CDR3 sequence is CASSLAANTEAFF. Result: 0 (the TCR does not bind to the epitope). (6) The epitope is TPRVTGGGAM. The TCR CDR3 sequence is CASSLGGSPNYGYTF. Result: 1 (the TCR binds to the epitope).